The task is: Predict which catalyst facilitates the given reaction.. This data is from Catalyst prediction with 721,799 reactions and 888 catalyst types from USPTO. (1) Reactant: CO[C:3]1[CH:8]=[CH:7][C:6]([OH:9])=[CH:5][CH:4]=1.[NH2:10][CH2:11][CH2:12]CO.C=O.C(N(CC)CC)C.C(Cl)(=O)C=C. Product: [O:9]1[C:6]2[CH:5]=[CH:4][CH:3]=[CH:8][C:7]=2[CH:12]=[CH:11][NH:10]1. The catalyst class is: 226. (2) Reactant: [Br:1][C:2]1[CH:3]=[C:4]2[C:9](=[CH:10][C:11]=1[O:12][CH3:13])[O:8][C:7]([CH3:15])([CH3:14])[CH:6]=[C:5]2OS(C(F)(F)F)(=O)=O.[C:24]1(B(O)O)[CH:29]=[CH:28][CH:27]=[CH:26][CH:25]=1.C(=O)([O-])[O-].[K+].[K+].[Cl-].[Li+]. Product: [Br:1][C:2]1[CH:3]=[C:4]2[C:9](=[CH:10][C:11]=1[O:12][CH3:13])[O:8][C:7]([CH3:15])([CH3:14])[CH:6]=[C:5]2[C:24]1[CH:29]=[CH:28][CH:27]=[CH:26][CH:25]=1. The catalyst class is: 109.